Task: Predict the reaction yield, written as a fraction of the theoretical maximum amount of product (1.0 means a 100% yield; for example, 0.34 means a 34% yield).. Dataset: Reaction yield outcomes from USPTO patents with 853,638 reactions The reactants are [CH:1]1([C@@H:7]2[CH2:12][NH:11][CH2:10][C:9](=[O:13])[N:8]2[C:14]2[CH:18]=[C:17]([C:19]3[CH:24]=[CH:23][CH:22]=[CH:21][CH:20]=3)[S:16][C:15]=2[C:25]([OH:27])=[O:26])[CH2:6][CH2:5][CH2:4][CH2:3][CH2:2]1.[F:28][C:29]1[C:30]([N:37]2[CH2:42][CH2:41][O:40][CH2:39][CH2:38]2)=[C:31]([CH:34]=[CH:35][CH:36]=1)[CH:32]=O.C(O[BH-](OC(=O)C)OC(=O)C)(=O)C.[Na+]. The catalyst is C(O)(=O)C.CO. The product is [CH:1]1([C@@H:7]2[CH2:12][N:11]([CH2:32][C:31]3[CH:34]=[CH:35][CH:36]=[C:29]([F:28])[C:30]=3[N:37]3[CH2:38][CH2:39][O:40][CH2:41][CH2:42]3)[CH2:10][C:9](=[O:13])[N:8]2[C:14]2[CH:18]=[C:17]([C:19]3[CH:20]=[CH:21][CH:22]=[CH:23][CH:24]=3)[S:16][C:15]=2[C:25]([OH:27])=[O:26])[CH2:2][CH2:3][CH2:4][CH2:5][CH2:6]1. The yield is 0.120.